This data is from NCI-60 drug combinations with 297,098 pairs across 59 cell lines. The task is: Regression. Given two drug SMILES strings and cell line genomic features, predict the synergy score measuring deviation from expected non-interaction effect. Drug 1: CC1=C(N=C(N=C1N)C(CC(=O)N)NCC(C(=O)N)N)C(=O)NC(C(C2=CN=CN2)OC3C(C(C(C(O3)CO)O)O)OC4C(C(C(C(O4)CO)O)OC(=O)N)O)C(=O)NC(C)C(C(C)C(=O)NC(C(C)O)C(=O)NCCC5=NC(=CS5)C6=NC(=CS6)C(=O)NCCC[S+](C)C)O. Drug 2: CC1C(C(CC(O1)OC2CC(CC3=C2C(=C4C(=C3O)C(=O)C5=CC=CC=C5C4=O)O)(C(=O)C)O)N)O. Cell line: OVCAR3. Synergy scores: CSS=40.1, Synergy_ZIP=-5.55, Synergy_Bliss=-4.59, Synergy_Loewe=-3.70, Synergy_HSA=-2.58.